This data is from Reaction yield outcomes from USPTO patents with 853,638 reactions. The task is: Predict the reaction yield, written as a fraction of the theoretical maximum amount of product (1.0 means a 100% yield; for example, 0.34 means a 34% yield). The reactants are [Si](C=[N+]=[N-])(C)(C)[CH3:2].[NH2:8][C:9]1[C:17]([N+:18]([O-:20])=[O:19])=[CH:16][C:12]([C:13]([OH:15])=[O:14])=[C:11]([F:21])[C:10]=1[F:22].CO. The catalyst is C1COCC1. The product is [CH3:2][O:14][C:13](=[O:15])[C:12]1[CH:16]=[C:17]([N+:18]([O-:20])=[O:19])[C:9]([NH2:8])=[C:10]([F:22])[C:11]=1[F:21]. The yield is 0.920.